This data is from Retrosynthesis with 50K atom-mapped reactions and 10 reaction types from USPTO. The task is: Predict the reactants needed to synthesize the given product. Given the product COCCCN1CCOc2ccc(CO[C@H]3CN(C(=O)OCc4ccccc4)C[C@@H](COC(C)=O)[C@@H]3c3ccc(COC[C@@H](C)COC)cc3)cc21, predict the reactants needed to synthesize it. The reactants are: CC(=O)Cl.COCCCN1CCOc2ccc(CO[C@H]3CN(C(=O)OCc4ccccc4)C[C@@H](CO)[C@@H]3c3ccc(COC[C@@H](C)COC)cc3)cc21.